Dataset: NCI-60 drug combinations with 297,098 pairs across 59 cell lines. Task: Regression. Given two drug SMILES strings and cell line genomic features, predict the synergy score measuring deviation from expected non-interaction effect. (1) Drug 2: C1CC(=O)NC(=O)C1N2C(=O)C3=CC=CC=C3C2=O. Cell line: HCT116. Synergy scores: CSS=50.9, Synergy_ZIP=8.47, Synergy_Bliss=9.66, Synergy_Loewe=-9.62, Synergy_HSA=9.95. Drug 1: C1=NC2=C(N1)C(=S)N=C(N2)N. (2) Drug 1: CC(CN1CC(=O)NC(=O)C1)N2CC(=O)NC(=O)C2. Cell line: NCI-H226. Synergy scores: CSS=65.9, Synergy_ZIP=2.15, Synergy_Bliss=6.65, Synergy_Loewe=-39.9, Synergy_HSA=8.07. Drug 2: CC=C1C(=O)NC(C(=O)OC2CC(=O)NC(C(=O)NC(CSSCCC=C2)C(=O)N1)C(C)C)C(C)C.